This data is from NCI-60 drug combinations with 297,098 pairs across 59 cell lines. The task is: Regression. Given two drug SMILES strings and cell line genomic features, predict the synergy score measuring deviation from expected non-interaction effect. (1) Drug 1: C(CC(=O)O)C(=O)CN.Cl. Drug 2: CCN(CC)CCCC(C)NC1=C2C=C(C=CC2=NC3=C1C=CC(=C3)Cl)OC. Cell line: MOLT-4. Synergy scores: CSS=45.9, Synergy_ZIP=-4.76, Synergy_Bliss=0.839, Synergy_Loewe=-29.6, Synergy_HSA=-1.22. (2) Drug 1: CC1C(C(CC(O1)OC2CC(CC3=C2C(=C4C(=C3O)C(=O)C5=C(C4=O)C(=CC=C5)OC)O)(C(=O)CO)O)N)O.Cl. Drug 2: N.N.Cl[Pt+2]Cl. Cell line: UO-31. Synergy scores: CSS=8.32, Synergy_ZIP=-7.85, Synergy_Bliss=-3.48, Synergy_Loewe=-4.20, Synergy_HSA=-0.809.